Dataset: Forward reaction prediction with 1.9M reactions from USPTO patents (1976-2016). Task: Predict the product of the given reaction. Given the reactants [CH3:1][CH:2]([C:4]1[CH:5]=[C:6]([OH:10])[CH:7]=[CH:8][CH:9]=1)[CH3:3].Cl[C:12]1[N:13]=[C:14]([OH:22])[C:15]2[CH:21]=[CH:20][N:19]=[CH:18][C:16]=2[N:17]=1, predict the reaction product. The product is: [CH3:1][CH:2]([C:4]1[CH:5]=[C:6]([CH:7]=[CH:8][CH:9]=1)[O:10][C:12]1[N:13]=[C:14]([OH:22])[C:15]2[CH:21]=[CH:20][N:19]=[CH:18][C:16]=2[N:17]=1)[CH3:3].